From a dataset of CYP1A2 inhibition data for predicting drug metabolism from PubChem BioAssay. Regression/Classification. Given a drug SMILES string, predict its absorption, distribution, metabolism, or excretion properties. Task type varies by dataset: regression for continuous measurements (e.g., permeability, clearance, half-life) or binary classification for categorical outcomes (e.g., BBB penetration, CYP inhibition). Dataset: cyp1a2_veith. The compound is NC(=O)c1cc[n+](CC2=C(C(=O)[O-])N3C(=O)[C@@H](NC(=O)Cc4cccs4)[C@@H]3SC2)cc1. The result is 0 (non-inhibitor).